From a dataset of Experimentally validated miRNA-target interactions with 360,000+ pairs, plus equal number of negative samples. Binary Classification. Given a miRNA mature sequence and a target amino acid sequence, predict their likelihood of interaction. The miRNA is hsa-miR-1468-3p with sequence AGCAAAAUAAGCAAAUGGAAAA. The protein sequence of the target gene is MASARKASRPMRDVFGDFSDVSLEDSTMEEIRNFQISRNLTKIAPGHSRFLKRNQTLDEKHLLLKENPVLGSGPRLASCRPPTTASRIRANAALMKLAQLETRIMNRKLQRNLSDTESDSMTADAGLPKRADRILSGGALELASQNTDKTSQNQARELPVTENNAQNAKVSRFLKKKQAPVENISPEAPAGKERTLQTPKQKEPARTFDSPDSDEEEMKVLLGSLMDSSREKNTNQGFSSANVSEEEERKLFSVPSQLRAFTVPSVELSSAKPSQTSHLPTSLAADRTLHSTRSRADYPQ.... Result: 1 (interaction).